From a dataset of NCI-60 drug combinations with 297,098 pairs across 59 cell lines. Regression. Given two drug SMILES strings and cell line genomic features, predict the synergy score measuring deviation from expected non-interaction effect. (1) Drug 1: CCCCCOC(=O)NC1=NC(=O)N(C=C1F)C2C(C(C(O2)C)O)O. Drug 2: N.N.Cl[Pt+2]Cl. Cell line: UACC62. Synergy scores: CSS=38.5, Synergy_ZIP=-2.11, Synergy_Bliss=-1.60, Synergy_Loewe=-7.84, Synergy_HSA=0.834. (2) Drug 1: CC12CCC(CC1=CCC3C2CCC4(C3CC=C4C5=CN=CC=C5)C)O. Drug 2: CC1OCC2C(O1)C(C(C(O2)OC3C4COC(=O)C4C(C5=CC6=C(C=C35)OCO6)C7=CC(=C(C(=C7)OC)O)OC)O)O. Cell line: MDA-MB-435. Synergy scores: CSS=12.2, Synergy_ZIP=-1.98, Synergy_Bliss=-0.845, Synergy_Loewe=-3.33, Synergy_HSA=-3.05. (3) Drug 1: CNC(=O)C1=CC=CC=C1SC2=CC3=C(C=C2)C(=NN3)C=CC4=CC=CC=N4. Drug 2: CC1CCC2CC(C(=CC=CC=CC(CC(C(=O)C(C(C(=CC(C(=O)CC(OC(=O)C3CCCCN3C(=O)C(=O)C1(O2)O)C(C)CC4CCC(C(C4)OC)O)C)C)O)OC)C)C)C)OC. Cell line: KM12. Synergy scores: CSS=15.2, Synergy_ZIP=0.395, Synergy_Bliss=2.77, Synergy_Loewe=4.91, Synergy_HSA=5.34. (4) Drug 1: CS(=O)(=O)CCNCC1=CC=C(O1)C2=CC3=C(C=C2)N=CN=C3NC4=CC(=C(C=C4)OCC5=CC(=CC=C5)F)Cl. Drug 2: C1=CC=C(C(=C1)C(C2=CC=C(C=C2)Cl)C(Cl)Cl)Cl. Cell line: NCI-H322M. Synergy scores: CSS=11.5, Synergy_ZIP=-0.575, Synergy_Bliss=14.4, Synergy_Loewe=-7.08, Synergy_HSA=-3.28. (5) Drug 1: C1C(C(OC1N2C=C(C(=O)NC2=O)F)CO)O. Drug 2: CC1=C2C(C(=O)C3(C(CC4C(C3C(C(C2(C)C)(CC1OC(=O)C(C(C5=CC=CC=C5)NC(=O)OC(C)(C)C)O)O)OC(=O)C6=CC=CC=C6)(CO4)OC(=O)C)O)C)O. Cell line: LOX IMVI. Synergy scores: CSS=19.7, Synergy_ZIP=-6.83, Synergy_Bliss=2.23, Synergy_Loewe=-7.05, Synergy_HSA=-0.475. (6) Drug 1: C1C(C(OC1N2C=C(C(=O)NC2=O)F)CO)O. Drug 2: C(CN)CNCCSP(=O)(O)O. Cell line: M14. Synergy scores: CSS=7.70, Synergy_ZIP=-3.35, Synergy_Bliss=-2.95, Synergy_Loewe=-94.0, Synergy_HSA=-4.05. (7) Drug 1: CN(C)N=NC1=C(NC=N1)C(=O)N. Drug 2: C(=O)(N)NO. Cell line: SK-MEL-2. Synergy scores: CSS=-6.92, Synergy_ZIP=3.62, Synergy_Bliss=-0.536, Synergy_Loewe=-4.76, Synergy_HSA=-4.96. (8) Cell line: NCIH23. Drug 1: CC1=C(C=C(C=C1)NC(=O)C2=CC=C(C=C2)CN3CCN(CC3)C)NC4=NC=CC(=N4)C5=CN=CC=C5. Drug 2: CC12CCC3C(C1CCC2OP(=O)(O)O)CCC4=C3C=CC(=C4)OC(=O)N(CCCl)CCCl.[Na+]. Synergy scores: CSS=5.06, Synergy_ZIP=1.34, Synergy_Bliss=7.08, Synergy_Loewe=1.24, Synergy_HSA=1.85. (9) Drug 1: CN1C(=O)N2C=NC(=C2N=N1)C(=O)N. Drug 2: CC1=C(C=C(C=C1)NC(=O)C2=CC=C(C=C2)CN3CCN(CC3)C)NC4=NC=CC(=N4)C5=CN=CC=C5. Cell line: A549. Synergy scores: CSS=-3.84, Synergy_ZIP=4.77, Synergy_Bliss=4.88, Synergy_Loewe=-2.43, Synergy_HSA=-1.62. (10) Drug 1: COC1=C2C(=CC3=C1OC=C3)C=CC(=O)O2. Drug 2: C1C(C(OC1N2C=NC3=C2NC=NCC3O)CO)O. Cell line: HCT116. Synergy scores: CSS=4.11, Synergy_ZIP=-4.47, Synergy_Bliss=-9.64, Synergy_Loewe=-6.80, Synergy_HSA=-6.34.